This data is from NCI-60 drug combinations with 297,098 pairs across 59 cell lines. The task is: Regression. Given two drug SMILES strings and cell line genomic features, predict the synergy score measuring deviation from expected non-interaction effect. (1) Synergy scores: CSS=53.8, Synergy_ZIP=-1.36, Synergy_Bliss=-0.160, Synergy_Loewe=-48.9, Synergy_HSA=0.966. Cell line: CAKI-1. Drug 2: C(=O)(N)NO. Drug 1: CC1C(C(CC(O1)OC2CC(OC(C2O)C)OC3=CC4=CC5=C(C(=O)C(C(C5)C(C(=O)C(C(C)O)O)OC)OC6CC(C(C(O6)C)O)OC7CC(C(C(O7)C)O)OC8CC(C(C(O8)C)O)(C)O)C(=C4C(=C3C)O)O)O)O. (2) Drug 1: C1=C(C(=O)NC(=O)N1)F. Drug 2: CCCCCOC(=O)NC1=NC(=O)N(C=C1F)C2C(C(C(O2)C)O)O. Cell line: BT-549. Synergy scores: CSS=32.8, Synergy_ZIP=0.271, Synergy_Bliss=-2.49, Synergy_Loewe=-11.4, Synergy_HSA=-3.79. (3) Drug 1: C1=CN(C(=O)N=C1N)C2C(C(C(O2)CO)O)O.Cl. Drug 2: C1CN(P(=O)(OC1)NCCCl)CCCl. Cell line: LOX IMVI. Synergy scores: CSS=38.5, Synergy_ZIP=1.09, Synergy_Bliss=1.03, Synergy_Loewe=-12.1, Synergy_HSA=2.82.